Dataset: Reaction yield outcomes from USPTO patents with 853,638 reactions. Task: Predict the reaction yield, written as a fraction of the theoretical maximum amount of product (1.0 means a 100% yield; for example, 0.34 means a 34% yield). The reactants are [Br:1][C:2]1[CH:3]=[C:4]([NH2:9])[C:5]([NH2:8])=[N:6][CH:7]=1.CO[CH:12]1[CH2:16][CH2:15][CH:14](OC)O1.O.[OH-].[Na+]. The product is [Br:1][C:2]1[CH:3]=[C:4]([N:9]2[CH:12]=[CH:16][CH:15]=[CH:14]2)[C:5]([NH2:8])=[N:6][CH:7]=1. The yield is 0.240. The catalyst is CC(O)=O.